Dataset: Catalyst prediction with 721,799 reactions and 888 catalyst types from USPTO. Task: Predict which catalyst facilitates the given reaction. (1) Reactant: [Br:1][C:2]1[CH:3]=[C:4]2[CH:10]=[N:9][NH:8][C:5]2=[N:6][CH:7]=1.[H-].[Na+].Cl[CH2:14][O:15][CH2:16][CH2:17][Si:18]([CH3:21])([CH3:20])[CH3:19].[Cl-].[NH4+]. Product: [Br:1][C:2]1[CH:3]=[C:4]2[CH:10]=[N:9][N:8]([CH2:14][O:15][CH2:16][CH2:17][Si:18]([CH3:21])([CH3:20])[CH3:19])[C:5]2=[N:6][CH:7]=1. The catalyst class is: 9. (2) Reactant: [NH2:1][C@@H:2]1[C@@H:6]([OH:7])[CH2:5][N:4]([C:8]2[CH:27]=[CH:26][C:11]([C:12]([NH:14][C:15]3[CH:20]=[CH:19][C:18]([O:21][C:22]([Cl:25])([F:24])[F:23])=[CH:17][CH:16]=3)=[O:13])=[CH:10][C:9]=2Br)[CH2:3]1.[F:29][C:30]1[CH:31]=[N:32][CH:33]=[C:34](B2OC(C)(C)C(C)(C)O2)[CH:35]=1.C([O-])([O-])=O.[Na+].[Na+].COCCOC. Product: [NH2:1][C@@H:2]1[C@@H:6]([OH:7])[CH2:5][N:4]([C:8]2[CH:27]=[CH:26][C:11]([C:12]([NH:14][C:15]3[CH:20]=[CH:19][C:18]([O:21][C:22]([Cl:25])([F:24])[F:23])=[CH:17][CH:16]=3)=[O:13])=[CH:10][C:9]=2[C:34]2[CH:33]=[N:32][CH:31]=[C:30]([F:29])[CH:35]=2)[CH2:3]1. The catalyst class is: 635. (3) Reactant: CS([C:5]1[N:6]=[C:7]([S:14][C:15]2[CH:20]=[CH:19][C:18]([NH:21][C:22]([CH:24]3[CH2:26][CH2:25]3)=[O:23])=[CH:17][CH:16]=2)[C:8]2[CH2:13][O:12][CH2:11][C:9]=2[N:10]=1)(=O)=O.[CH3:27][C:28]1[CH:32]=[C:31]([NH2:33])[NH:30][N:29]=1.Cl. Product: [CH3:27][C:28]1[CH:32]=[C:31]([NH:33][C:5]2[N:6]=[C:7]([S:14][C:15]3[CH:20]=[CH:19][C:18]([NH:21][C:22]([CH:24]4[CH2:26][CH2:25]4)=[O:23])=[CH:17][CH:16]=3)[C:8]3[CH2:13][O:12][CH2:11][C:9]=3[N:10]=2)[NH:30][N:29]=1. The catalyst class is: 32. (4) Reactant: [NH2:1][C:2]1[N:7]=[C:6]([C:8]2[CH:15]=[CH:14][C:11]([C:12]#[N:13])=[C:10](F)[CH:9]=2)[CH:5]=[C:4]([N:17]2[CH2:20][CH2:19][CH2:18]2)[N:3]=1.O.[NH2:22][NH2:23]. Product: [NH2:1][C:2]1[N:7]=[C:6]([C:8]2[CH:9]=[C:10]3[C:11]([C:12]([NH2:13])=[N:22][NH:23]3)=[CH:14][CH:15]=2)[CH:5]=[C:4]([N:17]2[CH2:20][CH2:19][CH2:18]2)[N:3]=1. The catalyst class is: 5. (5) Reactant: [C:1]12(O)[CH2:10][CH:5]3[CH2:6][CH:7]([CH2:9][C:3](O)([CH2:4]3)[CH2:2]1)[CH2:8]2.[C:13]1([CH3:20])[C:18]([OH:19])=[CH:17][CH:16]=[CH:15][CH:14]=1.O.[C:22]1([CH3:32])[CH:27]=[CH:26][C:25](S(O)(=O)=O)=[CH:24][CH:23]=1.P(=O)(O)(O)[OH:34].[OH-].[Na+]. Product: [OH:19][C:18]1[CH:17]=[CH:16][C:15]([C:1]23[CH2:10][CH:5]4[CH2:6][CH:7]([CH2:9][C:3]([C:24]5[CH:25]=[CH:26][C:27]([OH:34])=[C:22]([CH3:32])[CH:23]=5)([CH2:4]4)[CH2:2]2)[CH2:8]3)=[CH:14][C:13]=1[CH3:20]. The catalyst class is: 11. (6) Reactant: [F:1][C:2]1[CH:7]=[CH:6][C:5]([N:8]2[C:12]([CH:13]([CH3:15])[CH3:14])=[C:11]([NH2:16])[CH:10]=[N:9]2)=[CH:4][CH:3]=1.[Cl:17][C:18]1[C:19]([C:29]([F:32])([F:31])[F:30])=[N:20][N:21]([CH:24]([CH3:28])[C:25](O)=[O:26])[C:22]=1[CH3:23].C(N(C(C)C)CC)(C)C.CN(C(ON1N=NC2C=CC=NC1=2)=[N+](C)C)C.F[P-](F)(F)(F)(F)F. Product: [Cl:17][C:18]1[C:19]([C:29]([F:31])([F:30])[F:32])=[N:20][N:21]([CH:24]([CH3:28])[C:25]([NH:16][C:11]2[CH:10]=[N:9][N:8]([C:5]3[CH:4]=[CH:3][C:2]([F:1])=[CH:7][CH:6]=3)[C:12]=2[CH:13]([CH3:14])[CH3:15])=[O:26])[C:22]=1[CH3:23]. The catalyst class is: 18. (7) Reactant: [NH2:1][C:2]1[C:3]([N:19]2[CH2:24][CH2:23][O:22][CH2:21][CH2:20]2)=[N:4][C:5]([O:9][CH2:10][CH2:11][O:12][C:13]2[CH:18]=[CH:17][CH:16]=[CH:15][N:14]=2)=[N:6][C:7]=1[NH2:8].[C:25]1([CH3:34])[CH:30]=[CH:29][CH:28]=[C:27]([N:31]=[C:32]=O)[CH:26]=1. Product: [N:19]1([C:3]2[N:4]=[C:5]([O:9][CH2:10][CH2:11][O:12][C:13]3[CH:18]=[CH:17][CH:16]=[CH:15][N:14]=3)[N:6]=[C:7]3[C:2]=2[N:1]=[C:32]([NH:31][C:27]2[CH:26]=[C:25]([CH3:34])[CH:30]=[CH:29][CH:28]=2)[NH:8]3)[CH2:20][CH2:21][O:22][CH2:23][CH2:24]1. The catalyst class is: 1. (8) The catalyst class is: 21. Reactant: [C:1]1(=O)[CH2:6][CH2:5][CH2:4][C:3](=[O:7])[CH2:2]1.[C:9](=[O:12])([O-])[O-].[K+].[K+].I[CH3:16]. Product: [CH3:16][C:2]1([CH3:1])[C:3](=[O:7])[CH2:4][CH2:5][CH2:6][C:9]1=[O:12].